This data is from Full USPTO retrosynthesis dataset with 1.9M reactions from patents (1976-2016). The task is: Predict the reactants needed to synthesize the given product. (1) The reactants are: [Cl:1][C:2]1[CH:11]=[C:10]2[C:5]([CH:6]=[CH:7][CH:8]=[C:9]2[O:12]C)=[CH:4][C:3]=1[O:14]C.B(Br)(Br)Br.[OH-].[Na+]. Given the product [Cl:1][C:2]1[CH:11]=[C:10]2[C:5]([CH:6]=[CH:7][CH:8]=[C:9]2[OH:12])=[CH:4][C:3]=1[OH:14], predict the reactants needed to synthesize it. (2) Given the product [F:18][C:19]1[CH:28]=[C:27]2[C:22]([CH:23]=[C:24]([CH2:33][C:34]([O:36][CH3:37])=[O:35])[CH:25]=[C:26]2[C:29]([OH:31])=[O:30])=[CH:21][CH:20]=1, predict the reactants needed to synthesize it. The reactants are: COC(=O)CC1C=C(O)C2C(=CC=C(F)C=2)C=1.[F:18][C:19]1[CH:28]=[C:27]2[C:22]([CH:23]=[C:24]([CH2:33][C:34]([O:36][CH3:37])=[O:35])[C:25](C)=[C:26]2[C:29]([OH:31])=[O:30])=[CH:21][CH:20]=1. (3) Given the product [CH3:15][NH:14][C@H:11]1[CH2:12][CH2:13][C@H:8]([OH:7])[CH2:9][CH2:10]1, predict the reactants needed to synthesize it. The reactants are: [H-].[Al+3].[Li+].[H-].[H-].[H-].[OH:7][C@H:8]1[CH2:13][CH2:12][C@H:11]([NH:14][C:15](=O)OC(C)(C)C)[CH2:10][CH2:9]1.O.[OH-].[Na+]. (4) Given the product [N:1]1[C:10]2[C:5](=[CH:6][CH:7]=[CH:8][CH:9]=2)[C:4]([NH:11][CH2:12][C:13]([C:28]([F:30])([F:29])[F:31])([OH:27])[CH2:14][C:15]([C:18]2[CH:23]=[C:22]([F:24])[CH:21]=[CH:20][C:19]=2[OH:25])([CH3:17])[CH3:16])=[CH:3][CH:2]=1, predict the reactants needed to synthesize it. The reactants are: [N:1]1[C:10]2[C:5](=[CH:6][CH:7]=[CH:8][CH:9]=2)[C:4]([NH:11][CH2:12][C:13]([C:28]([F:31])([F:30])[F:29])([OH:27])[CH2:14][C:15]([C:18]2[CH:23]=[C:22]([F:24])[CH:21]=[CH:20][C:19]=2[O:25]C)([CH3:17])[CH3:16])=[CH:3][CH:2]=1.B(Br)(Br)Br.C(Cl)Cl.